This data is from Peptide-MHC class I binding affinity with 185,985 pairs from IEDB/IMGT. The task is: Regression. Given a peptide amino acid sequence and an MHC pseudo amino acid sequence, predict their binding affinity value. This is MHC class I binding data. (1) The peptide sequence is YTAVVPLVC. The MHC is HLA-B57:01 with pseudo-sequence HLA-B57:01. The binding affinity (normalized) is 0.0733. (2) The peptide sequence is KLFIRQEEV. The MHC is HLA-A69:01 with pseudo-sequence HLA-A69:01. The binding affinity (normalized) is 0.0847. (3) The peptide sequence is AVIKNECQL. The MHC is H-2-Db with pseudo-sequence H-2-Db. The binding affinity (normalized) is 0.328. (4) The peptide sequence is DGAEGINPY. The MHC is HLA-B15:01 with pseudo-sequence HLA-B15:01. The binding affinity (normalized) is 0.140. (5) The peptide sequence is EILWDVIPF. The MHC is HLA-A24:03 with pseudo-sequence HLA-A24:03. The binding affinity (normalized) is 0.0847.